This data is from Experimentally validated miRNA-target interactions with 360,000+ pairs, plus equal number of negative samples. The task is: Binary Classification. Given a miRNA mature sequence and a target amino acid sequence, predict their likelihood of interaction. (1) The miRNA is cel-miR-70-3p with sequence UAAUACGUCGUUGGUGUUUCCAU. The protein sequence of the target gene is MLRAVSTSFGTARAASAVAKKNMPNIVLVDAVRTPFVVSGTVFKDLMAVDLQKEAIKALVEKTKLPYEQLDHIICGTVIQECKTSNIAREAALLAGVPDKIPAHTVTLACISSNVAMTTGMGMLATGNANAIIAGGVELLSDVPIRYNRNARKAMLGMNKAKDVPSKLKIGGQIVKNLLSPELPAVAEFSTGETMGHSGDRLAAAFNVSRREQDEFAIRSHTLASEAAKNGKFTDVVPVFLDGKKPKTIKEDNGIRVSTLEKLSSLKPAFVKPHGTVTAANASYLTDGASAALIMTEEYA.... Result: 1 (interaction). (2) Result: 1 (interaction). The protein sequence of the target gene is MEASVILPILKKKLAFLSGGKDRRSGLILTIPLCLEQTNMDELSVTLDYLLSIPSEKCKARGFTVIVDGRKSQWNVVKTVVVMLQNVVPAEVSLVCVVKPDEFWDKKVTHFCFWKEKDRLGFEVILVSANKLTRYIEPCQLTEDFGGSLTYDHMDWLNKRLVFEKFTKESTSLLDELALINNGSDKGNQQEKERSVDLNFLPSVDPETVLQTGHELLSELQQRRFNGSDGGVSWSPMDDELLAQPQVMKLLDSLREQYTRYQEVCRQRSKRTQLEEIQQKVMQVVNWLEGPGSEQLRAQW.... The miRNA is hsa-miR-1293 with sequence UGGGUGGUCUGGAGAUUUGUGC.